Dataset: Forward reaction prediction with 1.9M reactions from USPTO patents (1976-2016). Task: Predict the product of the given reaction. Given the reactants [OH:1][CH2:2][CH2:3][N:4]1[C:8](=[O:9])[C:7]2=[CH:10][CH:11]=[CH:12][CH:13]=[C:6]2[C:5]1=[O:14].O[C:16]1[CH:21]=[CH:20][C:19]([C:22]([F:25])([F:24])[F:23])=[CH:18][CH:17]=1.N(C(OCC)=O)=NC(OCC)=O.C1(P(C2C=CC=CC=2)C2C=CC=CC=2)C=CC=CC=1, predict the reaction product. The product is: [F:23][C:22]([F:25])([F:24])[C:19]1[CH:20]=[CH:21][C:16]([O:1][CH2:2][CH2:3][N:4]2[C:8](=[O:9])[C:7]3=[CH:10][CH:11]=[CH:12][CH:13]=[C:6]3[C:5]2=[O:14])=[CH:17][CH:18]=1.